Dataset: Full USPTO retrosynthesis dataset with 1.9M reactions from patents (1976-2016). Task: Predict the reactants needed to synthesize the given product. (1) The reactants are: [NH2:1][C:2]1[N:7]=[C:6]([CH3:8])[N:5]=[C:4]([C:9]2[N:13]3[N:14]=[CH:15][CH:16]=[CH:17][C:12]3=[N:11][C:10]=2[NH:18][C:19]2[CH:23]=[CH:22][N:21]([C:24]([O:26][C:27]([CH3:30])([CH3:29])[CH3:28])=[O:25])[N:20]=2)[CH:3]=1.[C:31](OC(=O)C)(=[O:33])[CH3:32]. Given the product [CH3:24][OH:25].[NH4+:1].[OH-:33].[C:31]([NH:1][C:2]1[N:7]=[C:6]([CH3:8])[N:5]=[C:4]([C:9]2[N:13]3[N:14]=[CH:15][CH:16]=[CH:17][C:12]3=[N:11][C:10]=2[NH:18][C:19]2[CH:23]=[CH:22][N:21]([C:24]([O:26][C:27]([CH3:30])([CH3:29])[CH3:28])=[O:25])[N:20]=2)[CH:3]=1)(=[O:33])[CH3:32], predict the reactants needed to synthesize it. (2) Given the product [C:28]([O:27][C:25](=[O:26])[NH:8][C:5]1[C:4]([O:9][CH2:10][C:11]2[CH:16]=[CH:15][CH:14]=[C:13]([Cl:17])[CH:12]=2)=[N:3][C:2]([Br:1])=[CH:7][N:6]=1)([CH3:31])([CH3:30])[CH3:29], predict the reactants needed to synthesize it. The reactants are: [Br:1][C:2]1[N:3]=[C:4]([O:9][CH2:10][C:11]2[CH:16]=[CH:15][CH:14]=[C:13]([Cl:17])[CH:12]=2)[C:5]([NH2:8])=[N:6][CH:7]=1.C(N(CC)CC)C.[C:25](O[C:25]([O:27][C:28]([CH3:31])([CH3:30])[CH3:29])=[O:26])([O:27][C:28]([CH3:31])([CH3:30])[CH3:29])=[O:26]. (3) Given the product [C:44]([C:48]1[CH:66]=[CH:65][C:51]([CH2:52][N:53]([CH2:54][CH2:55][C:56]2[CH:61]=[CH:60][CH:59]=[C:58]([O:62][CH2:63][CH3:64])[CH:57]=2)[C:10]([C:8]2[CH:7]=[CH:6][CH:5]=[C:4]3[C:9]=2[NH:1][CH:2]=[CH:3]3)=[O:12])=[CH:50][CH:49]=1)([CH3:46])([CH3:45])[CH3:47], predict the reactants needed to synthesize it. The reactants are: [NH:1]1[C:9]2[C:4](=[CH:5][CH:6]=[CH:7][C:8]=2[C:10]([OH:12])=O)[CH:3]=[CH:2]1.CN(C(ON1N=NC2C=CC=CC1=2)=[N+](C)C)C.[B-](F)(F)(F)F.C(N(CC)C(C)C)(C)C.[C:44]([C:48]1[CH:66]=[CH:65][C:51]([CH2:52][NH:53][CH2:54][CH2:55][C:56]2[CH:61]=[CH:60][CH:59]=[C:58]([O:62][CH2:63][CH3:64])[CH:57]=2)=[CH:50][CH:49]=1)([CH3:47])([CH3:46])[CH3:45]. (4) Given the product [CH3:22][C:23]1[C:24]([C@H:28]([OH:30])[CH3:29])=[CH:25][S:26][CH:27]=1, predict the reactants needed to synthesize it. The reactants are: C1(C2(C3C=CC=CC=3)OB(C)N3CCC[C@@H]23)C=CC=CC=1.[CH3:22][C:23]1[C:24]([C:28](=[O:30])[CH3:29])=[CH:25][S:26][CH:27]=1.O.Cl. (5) Given the product [CH:43]1([NH:42][CH2:40][CH2:39][O:37][C:36]2[CH:35]=[CH:34][C:4]([CH2:5][CH2:7][NH:8][C:9]3[CH:14]=[C:13]([O:15][CH3:16])[CH:12]=[CH:11][C:10]=3[CH:17]3[CH2:26][CH2:25][C:24]4[CH:23]=[C:22]([OH:27])[CH:21]=[CH:20][C:19]=4[CH2:18]3)=[CH:3][C:2]=2[F:1])[CH2:45][CH2:44]1, predict the reactants needed to synthesize it. The reactants are: [F:1][C:2]1[CH:3]=[C:4]([CH:34]=[CH:35][C:36]=1[OH:37])[C:5]([CH2:7][NH:8][C:9]1[CH:14]=[C:13]([O:15][CH3:16])[CH:12]=[CH:11][C:10]=1[CH:17]1[CH2:26][CH2:25][C:24]2[CH:23]=[C:22]([O:27]C(=O)C(C)(C)C)[CH:21]=[CH:20][C:19]=2[CH2:18]1)=O.Cl[CH2:39][C:40]([NH:42][CH:43]1[CH2:45][CH2:44]1)=O. (6) Given the product [CH3:26][O:25][C:22]1[CH:23]=[CH:24][C:19]([CH2:18][O:10][C:7]2([C:11]3[S:12][CH:13]=[CH:14][N:15]=3)[CH2:8][O:9][C:4]([CH3:16])([CH3:3])[O:5][CH2:6]2)=[CH:20][CH:21]=1, predict the reactants needed to synthesize it. The reactants are: [H-].[Na+].[CH3:3][C:4]1([CH3:16])[O:9][CH2:8][C:7]([C:11]2[S:12][CH:13]=[CH:14][N:15]=2)([OH:10])[CH2:6][O:5]1.Cl[CH2:18][C:19]1[CH:24]=[CH:23][C:22]([O:25][CH3:26])=[CH:21][CH:20]=1. (7) Given the product [CH3:1][O:2][C:3](=[O:21])[C:4]1[CH:9]=[CH:8][C:7]([C:10](=[O:19])[C:11]2[CH:16]=[CH:15][C:14]([NH:25][C:24]3[CH:26]=[CH:27][C:28]([F:30])=[CH:29][C:23]=3[F:22])=[CH:13][C:12]=2[Cl:18])=[C:6]([CH3:20])[CH:5]=1, predict the reactants needed to synthesize it. The reactants are: [CH3:1][O:2][C:3](=[O:21])[C:4]1[CH:9]=[CH:8][C:7]([C:10](=[O:19])[C:11]2[CH:16]=[CH:15][C:14](Br)=[CH:13][C:12]=2[Cl:18])=[C:6]([CH3:20])[CH:5]=1.[F:22][C:23]1[CH:29]=[C:28]([F:30])[CH:27]=[CH:26][C:24]=1[NH2:25].